From a dataset of Catalyst prediction with 721,799 reactions and 888 catalyst types from USPTO. Predict which catalyst facilitates the given reaction. (1) Reactant: [F:1][C:2]([F:41])([F:40])[C:3]([C:9]1[CH:10]=[C:11]2[C:15](=[CH:16][CH:17]=1)[N:14]([CH2:18][C:19]1[N:20]=[C:21]([C:25]3[CH:30]=[CH:29][C:28]([O:31]CC4C=CC=CC=4)=[CH:27][CH:26]=3)[O:22][C:23]=1[CH3:24])[C:13]([CH3:39])=[CH:12]2)([OH:8])[C:4]([F:7])([F:6])[F:5]. Product: [CH3:24][C:23]1[O:22][C:21]([C:25]2[CH:26]=[CH:27][C:28]([OH:31])=[CH:29][CH:30]=2)=[N:20][C:19]=1[CH2:18][N:14]1[C:15]2[C:11](=[CH:10][C:9]([C:3]([OH:8])([C:2]([F:41])([F:40])[F:1])[C:4]([F:5])([F:6])[F:7])=[CH:17][CH:16]=2)[CH:12]=[C:13]1[CH3:39]. The catalyst class is: 19. (2) Reactant: [C:1]([O:5][C:6]([N:8]1[CH2:13][CH2:12][N:11]([C:14]([C:16]2[C:17]3[C:31]([CH:32]=[CH2:33])=[N:30][N:29]([CH:34]4[CH2:39][CH2:38][CH2:37][CH2:36][O:35]4)[C:18]=3[N:19]=[C:20]([C:22]3[CH:27]=[CH:26][C:25]([OH:28])=[CH:24][CH:23]=3)[CH:21]=2)=[O:15])[CH2:10][CH2:9]1)=[O:7])([CH3:4])([CH3:3])[CH3:2].I[C:41]1[CH:42]=[C:43]([N:47]2[CH2:51][CH2:50][CH2:49][C:48]2=[O:52])[CH:44]=[CH:45][CH:46]=1.C1(C)C=CC=CC=1P(C1C=CC=CC=1C)C1C=CC=CC=1C.C(N(CC)CC)C. Product: [C:1]([O:5][C:6]([N:8]1[CH2:9][CH2:10][N:11]([C:14]([C:16]2[C:17]3[C:31](/[CH:32]=[CH:33]/[C:45]4[CH:46]=[CH:41][CH:42]=[C:43]([N:47]5[CH2:51][CH2:50][CH2:49][C:48]5=[O:52])[CH:44]=4)=[N:30][N:29]([CH:34]4[CH2:39][CH2:38][CH2:37][CH2:36][O:35]4)[C:18]=3[N:19]=[C:20]([C:22]3[CH:27]=[CH:26][C:25]([OH:28])=[CH:24][CH:23]=3)[CH:21]=2)=[O:15])[CH2:12][CH2:13]1)=[O:7])([CH3:2])([CH3:3])[CH3:4]. The catalyst class is: 274. (3) Reactant: [Cl:1][C:2]1[CH:3]=[C:4]2[C:9](=[CH:10][CH:11]=1)[N:8]=[C:7]([NH2:12])[CH:6]=[C:5]2[C:13]1[CH:18]=[CH:17][CH:16]=[CH:15][CH:14]=1.[CH3:19][O:20][C:21]1[CH:28]=[CH:27][CH:26]=[CH:25][C:22]=1[CH:23]=O.C(O)(=O)C.C(O[BH-](OC(=O)C)OC(=O)C)(=O)C.[Na+]. Product: [Cl:1][C:2]1[CH:3]=[C:4]2[C:9](=[CH:10][CH:11]=1)[N:8]=[C:7]([NH:12][CH2:23][C:22]1[CH:25]=[CH:26][CH:27]=[CH:28][C:21]=1[O:20][CH3:19])[CH:6]=[C:5]2[C:13]1[CH:18]=[CH:17][CH:16]=[CH:15][CH:14]=1. The catalyst class is: 4. (4) Reactant: [C:1]([NH:5][CH2:6][CH2:7][C:8](N(OC)C)=[O:9])([CH3:4])([CH3:3])[CH3:2].[CH:14]([Mg]Br)=[CH2:15]. Product: [C:1]([N:5]1[CH2:15][CH2:14][C:8](=[O:9])[CH2:7][CH2:6]1)([CH3:4])([CH3:3])[CH3:2]. The catalyst class is: 1. (5) Reactant: [CH3:1][O:2][C:3]1[CH:4]=[C:5]2[C:11](=[CH:12][CH:13]=1)[CH:10]1[CH2:14][CH:6]2[CH2:7][C:8](=O)[NH:9]1.Cl. Product: [CH3:1][O:2][C:3]1[CH:4]=[C:5]2[C:11](=[CH:12][CH:13]=1)[CH:10]1[CH2:14][CH:6]2[CH2:7][CH2:8][NH:9]1. The catalyst class is: 1. (6) Reactant: [OH-].[Na+].[C:3]([C:11]1[CH:12]=[C:13](/[C:17](=[N:23]/[O:24][CH2:25][C:26]2[CH:31]=[CH:30][C:29]([O:32][CH2:33][C:34]3[N:35]=[C:36]([C:40]4[CH:45]=[CH:44][CH:43]=[CH:42][CH:41]=4)[O:37][C:38]=3[CH3:39])=[CH:28][CH:27]=2)/[C:18]([O:20]CC)=[O:19])[CH:14]=[CH:15][CH:16]=1)(=[O:10])[C:4]1[CH:9]=[CH:8][CH:7]=[CH:6][CH:5]=1.CO.Cl. Product: [C:3]([C:11]1[CH:12]=[C:13](/[C:17](=[N:23]/[O:24][CH2:25][C:26]2[CH:31]=[CH:30][C:29]([O:32][CH2:33][C:34]3[N:35]=[C:36]([C:40]4[CH:41]=[CH:42][CH:43]=[CH:44][CH:45]=4)[O:37][C:38]=3[CH3:39])=[CH:28][CH:27]=2)/[C:18]([OH:20])=[O:19])[CH:14]=[CH:15][CH:16]=1)(=[O:10])[C:4]1[CH:9]=[CH:8][CH:7]=[CH:6][CH:5]=1. The catalyst class is: 7. (7) Reactant: [Br:1][C:2]1[CH:10]=[C:9]2[C:5]([C@H:6]([OH:18])[CH2:7][C@@H:8]2[NH:11][C:12](=[O:17])[C:13]([F:16])([F:15])[F:14])=[CH:4][CH:3]=1.[H-].[Na+].[CH2:21](Br)[CH:22]=[CH2:23]. Product: [CH2:23]([O:18][C@H:6]1[C:5]2[C:9](=[CH:10][C:2]([Br:1])=[CH:3][CH:4]=2)[C@@H:8]([NH:11][C:12](=[O:17])[C:13]([F:16])([F:14])[F:15])[CH2:7]1)[CH:22]=[CH2:21]. The catalyst class is: 3.